This data is from Full USPTO retrosynthesis dataset with 1.9M reactions from patents (1976-2016). The task is: Predict the reactants needed to synthesize the given product. (1) Given the product [CH:6]1([C:9]2[CH:14]=[C:13]([CH:15]=[O:16])[CH:12]=[C:11]([O:20][CH:21]([CH3:23])[CH3:22])[C:10]=2[C:24]2[CH:25]=[CH:26][C:27]([F:30])=[CH:28][CH:29]=2)[CH2:8][CH2:7]1, predict the reactants needed to synthesize it. The reactants are: C1COCC1.[CH:6]1([C:9]2[CH:14]=[C:13]([C:15](OCC)=[O:16])[CH:12]=[C:11]([O:20][CH:21]([CH3:23])[CH3:22])[C:10]=2[C:24]2[CH:29]=[CH:28][C:27]([F:30])=[CH:26][CH:25]=2)[CH2:8][CH2:7]1.[H-].[Al+3].[Li+].[H-].[H-].[H-].[OH-].[Na+]. (2) Given the product [CH3:14][O:13][C:11]1[CH:12]=[C:7]([CH:5]([CH3:6])[C:4]([OH:20])=[O:3])[CH:8]=[N:9][C:10]=1[NH:15][S:16]([CH3:19])(=[O:18])=[O:17], predict the reactants needed to synthesize it. The reactants are: C([O:3][C:4](=[O:20])[CH:5]([C:7]1[CH:8]=[N:9][C:10]([NH:15][S:16]([CH3:19])(=[O:18])=[O:17])=[C:11]([O:13][CH3:14])[CH:12]=1)[CH3:6])C.O1CCCC1.O.[OH-].[Li+].